Predict the reactants needed to synthesize the given product. From a dataset of Full USPTO retrosynthesis dataset with 1.9M reactions from patents (1976-2016). (1) The reactants are: [OH:1][C:2]1[CH:7]=[CH:6][C:5]([C:8](=[O:16])[CH2:9][C:10]2[CH:15]=[CH:14][CH:13]=[CH:12][CH:11]=2)=[CH:4][CH:3]=1.C(=O)([O-])[O-].[K+].[K+].[CH2:23]([O:30][CH2:31][CH2:32]Br)[C:24]1[CH:29]=[CH:28][CH:27]=[CH:26][CH:25]=1. Given the product [CH2:23]([O:30][CH2:31][CH2:32][O:1][C:2]1[CH:3]=[CH:4][C:5]([C:8](=[O:16])[CH2:9][C:10]2[CH:11]=[CH:12][CH:13]=[CH:14][CH:15]=2)=[CH:6][CH:7]=1)[C:24]1[CH:29]=[CH:28][CH:27]=[CH:26][CH:25]=1, predict the reactants needed to synthesize it. (2) Given the product [C:20]([C:17]1[CH:16]=[CH:15][C:14]([CH:9]2[CH:8]([C:5]3[CH:4]=[CH:3][C:2]([N:1]4[C:28]([CH3:29])=[CH:27][CH:26]=[C:25]4[CH3:24])=[CH:7][CH:6]=3)[CH2:12][CH2:11][C:10]2=[O:13])=[CH:19][CH:18]=1)([CH3:23])([CH3:22])[CH3:21], predict the reactants needed to synthesize it. The reactants are: [NH2:1][C:2]1[CH:7]=[CH:6][C:5]([CH:8]2[CH2:12][CH2:11][C:10](=[O:13])[CH:9]2[C:14]2[CH:19]=[CH:18][C:17]([C:20]([CH3:23])([CH3:22])[CH3:21])=[CH:16][CH:15]=2)=[CH:4][CH:3]=1.[CH3:24][C:25](=O)[CH2:26][CH2:27][C:28](=O)[CH3:29].C1(C)C=CC(S(O)(=O)=O)=CC=1. (3) Given the product [C@@H:9]1([N:11]2[C:20]3[N:19]=[CH:18][N:17]=[C:15]([OH:16])[C:14]=3[N:13]=[CH:12]2)[O:10][C@H:6]([CH2:5][OH:4])[CH:7]=[CH:8]1, predict the reactants needed to synthesize it. The reactants are: C([O:4][CH2:5][C@H:6]1[O:10][C@@H:9]([N:11]2[C:20]3[N:19]=[CH:18][N:17]=[C:15]([OH:16])[C:14]=3[N:13]=[CH:12]2)[CH:8]=[CH:7]1)(=O)C.